From a dataset of CYP2D6 inhibition data for predicting drug metabolism from PubChem BioAssay. Regression/Classification. Given a drug SMILES string, predict its absorption, distribution, metabolism, or excretion properties. Task type varies by dataset: regression for continuous measurements (e.g., permeability, clearance, half-life) or binary classification for categorical outcomes (e.g., BBB penetration, CYP inhibition). Dataset: cyp2d6_veith. (1) The molecule is CCc1c(C(C)O)oc2ccc3c(C)cc(=O)oc3c12. The result is 0 (non-inhibitor). (2) The drug is Oc1cc2c(cc1O)[C@H]1c3ccccc3CN[C@H]1CC2. The result is 1 (inhibitor).